From a dataset of Forward reaction prediction with 1.9M reactions from USPTO patents (1976-2016). Predict the product of the given reaction. (1) Given the reactants [CH3:1][N:2]([CH3:37])[C:3](=[O:36])[O:4][C:5]1[CH:10]=[CH:9][C:8]([C:11](Br)([OH:32])[CH2:12][CH2:13][O:14][Si:15]([C:28]([CH3:31])([CH3:30])[CH3:29])([C:22]2[CH:27]=[CH:26][CH:25]=[CH:24][CH:23]=2)[C:16]2[CH:21]=[CH:20][CH:19]=[CH:18][CH:17]=2)=[C:7]([CH:34]=[CH2:35])[CH:6]=1.[CH2:38]([NH2:41])[CH:39]=[CH2:40], predict the reaction product. The product is: [CH3:1][N:2]([CH3:37])[C:3](=[O:36])[O:4][C:5]1[CH:10]=[CH:9][C:8]([C:11]([NH:41][CH2:38][CH:39]=[CH2:40])([OH:32])[CH2:12][CH2:13][O:14][Si:15]([C:28]([CH3:31])([CH3:30])[CH3:29])([C:22]2[CH:27]=[CH:26][CH:25]=[CH:24][CH:23]=2)[C:16]2[CH:21]=[CH:20][CH:19]=[CH:18][CH:17]=2)=[C:7]([CH:34]=[CH2:35])[CH:6]=1. (2) Given the reactants [CH3:1][C:2]1[S:6][CH:5]=[C:4](/[CH:7]=[C:8](/[C@H:10]2[O:27][C:25](=[O:26])[CH2:24][C@H:23]([OH:28])[C:22]([CH3:30])([CH3:29])[C:20](=[O:21])[C@H:19]([CH3:31])[C@@H:18]([OH:32])[C@@H:17]([CH3:33])[CH2:16][CH2:15][CH2:14][CH:13]=[CH:12][CH2:11]2)\[CH3:9])[N:3]=1.C(C(C)=[O:39])(F)(F)F.OS([O-])(=O)=O.[K+].C([O-])(O)=O.[Na+].CSC, predict the reaction product. The product is: [CH3:1][C:2]1[S:6][CH:5]=[C:4](/[CH:7]=[C:8](/[C@H:10]2[O:27][C:25](=[O:26])[CH2:24][C@H:23]([OH:28])[C:22]([CH3:30])([CH3:29])[C:20](=[O:21])[C@H:19]([CH3:31])[C@@H:18]([OH:32])[C@@H:17]([CH3:33])[CH2:16][CH2:15][CH2:14][C@H:13]3[O:39][C@H:12]3[CH2:11]2)\[CH3:9])[N:3]=1. (3) The product is: [I:29][C:28]1[C:7]([C:4]2[CH:5]=[CH:6][N:1]=[CH:2][CH:3]=2)=[N:8][N:9]2[C:14]([CH:15]3[CH2:16][CH:17]4[N:22]([C:23]([O:25][CH2:26][CH3:27])=[O:24])[CH:20]([CH2:19][CH2:18]4)[CH2:21]3)=[CH:13][CH:12]=[N:11][C:10]=12. Given the reactants [N:1]1[CH:6]=[CH:5][C:4]([C:7]2[CH:28]=[C:10]3[N:11]=[CH:12][CH:13]=[C:14]([CH:15]4[CH2:21][CH:20]5[N:22]([C:23]([O:25][CH2:26][CH3:27])=[O:24])[CH:17]([CH2:18][CH2:19]5)[CH2:16]4)[N:9]3[N:8]=2)=[CH:3][CH:2]=1.[I:29]N1C(=O)CCC1=O, predict the reaction product. (4) Given the reactants [Cl:1][C:2]1[CH:26]=[CH:25][C:5]([C:6]([NH:8][C:9]2[CH:18]=[C:17]3[C:12]([CH:13]=[CH:14][CH:15]=[C:16]3[N:19]3[CH2:24][CH2:23][NH:22][CH2:21][CH2:20]3)=[CH:11][CH:10]=2)=[O:7])=[CH:4][CH:3]=1.[CH:27](=O)[CH2:28][CH3:29].C([BH3-])#N.[Na+], predict the reaction product. The product is: [Cl:1][C:2]1[CH:3]=[CH:4][C:5]([C:6]([NH:8][C:9]2[CH:18]=[C:17]3[C:12]([CH:13]=[CH:14][CH:15]=[C:16]3[N:19]3[CH2:24][CH2:23][N:22]([CH2:27][CH2:28][CH3:29])[CH2:21][CH2:20]3)=[CH:11][CH:10]=2)=[O:7])=[CH:25][CH:26]=1. (5) Given the reactants [NH2:1][C@H:2]([C:34]1[CH:39]=[CH:38][CH:37]=[CH:36][CH:35]=1)[CH2:3][N:4]1[C:9](=[O:10])[C:8]([C:11]2[CH:16]=[CH:15][CH:14]=[C:13]([O:17][CH3:18])[C:12]=2[F:19])=[C:7]([CH3:20])[N:6]([CH2:21][C:22]2[C:27]([C:28]([F:31])([F:30])[F:29])=[CH:26][CH:25]=[CH:24][C:23]=2[F:32])[C:5]1=[O:33].Br[CH2:41][CH2:42][CH2:43][C:44]([O:46][CH2:47][CH3:48])=[O:45].CCN(C(C)C)C(C)C, predict the reaction product. The product is: [CH2:47]([O:46][C:44]([CH2:43][CH2:42][CH2:41][NH:1][C@H:2]([C:34]1[CH:39]=[CH:38][CH:37]=[CH:36][CH:35]=1)[CH2:3][N:4]1[C:9](=[O:10])[C:8]([C:11]2[CH:16]=[CH:15][CH:14]=[C:13]([O:17][CH3:18])[C:12]=2[F:19])=[C:7]([CH3:20])[N:6]([CH2:21][C:22]2[C:27]([C:28]([F:29])([F:31])[F:30])=[CH:26][CH:25]=[CH:24][C:23]=2[F:32])[C:5]1=[O:33])=[O:45])[CH3:48]. (6) Given the reactants [CH3:1][O:2][C:3]1[CH:4]=[C:5]([CH:9]=[CH:10][C:11]=1[O:12][CH3:13])[C:6](Cl)=O.[CH3:14][CH:15]([CH2:20][CH2:21][CH3:22])[C:16](OC)=[O:17].O.[NH2:24][NH2:25], predict the reaction product. The product is: [CH3:1][O:2][C:3]1[CH:4]=[C:5]([C:6]2[C:15]([CH3:14])([CH2:20][CH2:21][CH3:22])[C:16](=[O:17])[NH:24][N:25]=2)[CH:9]=[CH:10][C:11]=1[O:12][CH3:13]. (7) The product is: [C:1]([O:5][C:6](=[O:18])[NH:7][CH2:8][CH2:9][CH:10]([N:38]1[C:46](=[O:48])[C:33]2[C:32](=[CH:37][CH:36]=[CH:35][CH:34]=2)[C:53]1=[O:52])[C:11]1[CH:16]=[CH:15][CH:14]=[CH:13][CH:12]=1)([CH3:4])([CH3:3])[CH3:2]. Given the reactants [C:1]([O:5][C:6](=[O:18])[NH:7][CH2:8][CH2:9][CH:10](O)[C:11]1[CH:16]=[CH:15][CH:14]=[CH:13][CH:12]=1)([CH3:4])([CH3:3])[CH3:2].[C:32]1(P([C:32]2[CH:37]=[CH:36][CH:35]=[CH:34][CH:33]=2)[C:32]2[CH:37]=[CH:36][CH:35]=[CH:34][CH:33]=2)[CH:37]=[CH:36][CH:35]=[CH:34][CH:33]=1.[N:38]([C:46]([O:48]C(C)C)=O)=NC(OC(C)C)=O.[O:52]1CCC[CH2:53]1, predict the reaction product.